From a dataset of Peptide-MHC class II binding affinity with 134,281 pairs from IEDB. Regression. Given a peptide amino acid sequence and an MHC pseudo amino acid sequence, predict their binding affinity value. This is MHC class II binding data. (1) The peptide sequence is VFNYETETTSVIPAA. The MHC is HLA-DQA10501-DQB10301 with pseudo-sequence HLA-DQA10501-DQB10301. The binding affinity (normalized) is 0.392. (2) The binding affinity (normalized) is 0.218. The peptide sequence is GGLHRMVLDGRAPVL. The MHC is HLA-DQA10301-DQB10302 with pseudo-sequence HLA-DQA10301-DQB10302.